This data is from NCI-60 drug combinations with 297,098 pairs across 59 cell lines. The task is: Regression. Given two drug SMILES strings and cell line genomic features, predict the synergy score measuring deviation from expected non-interaction effect. (1) Drug 1: CCC1=CC2CC(C3=C(CN(C2)C1)C4=CC=CC=C4N3)(C5=C(C=C6C(=C5)C78CCN9C7C(C=CC9)(C(C(C8N6C)(C(=O)OC)O)OC(=O)C)CC)OC)C(=O)OC.C(C(C(=O)O)O)(C(=O)O)O. Drug 2: C1=CC=C(C(=C1)C(C2=CC=C(C=C2)Cl)C(Cl)Cl)Cl. Cell line: UACC-257. Synergy scores: CSS=29.9, Synergy_ZIP=-4.36, Synergy_Bliss=-0.0394, Synergy_Loewe=-17.9, Synergy_HSA=0.658. (2) Drug 1: CC1=C(C(CCC1)(C)C)C=CC(=CC=CC(=CC(=O)O)C)C. Drug 2: C1=CC=C(C=C1)NC(=O)CCCCCCC(=O)NO. Cell line: ACHN. Synergy scores: CSS=9.31, Synergy_ZIP=-4.99, Synergy_Bliss=-1.35, Synergy_Loewe=-3.44, Synergy_HSA=-0.754. (3) Drug 1: CNC(=O)C1=NC=CC(=C1)OC2=CC=C(C=C2)NC(=O)NC3=CC(=C(C=C3)Cl)C(F)(F)F. Drug 2: C1CN(P(=O)(OC1)NCCCl)CCCl. Cell line: PC-3. Synergy scores: CSS=-3.65, Synergy_ZIP=3.93, Synergy_Bliss=6.85, Synergy_Loewe=5.29, Synergy_HSA=1.90. (4) Drug 1: CC=C1C(=O)NC(C(=O)OC2CC(=O)NC(C(=O)NC(CSSCCC=C2)C(=O)N1)C(C)C)C(C)C. Drug 2: CC(C)CN1C=NC2=C1C3=CC=CC=C3N=C2N. Cell line: SK-MEL-28. Synergy scores: CSS=46.5, Synergy_ZIP=2.32, Synergy_Bliss=-0.579, Synergy_Loewe=-35.0, Synergy_HSA=-1.66. (5) Drug 2: CC1C(C(CC(O1)OC2CC(OC(C2O)C)OC3=CC4=CC5=C(C(=O)C(C(C5)C(C(=O)C(C(C)O)O)OC)OC6CC(C(C(O6)C)O)OC7CC(C(C(O7)C)O)OC8CC(C(C(O8)C)O)(C)O)C(=C4C(=C3C)O)O)O)O. Cell line: HS 578T. Synergy scores: CSS=29.4, Synergy_ZIP=2.38, Synergy_Bliss=4.72, Synergy_Loewe=-9.40, Synergy_HSA=0.0768. Drug 1: C1=CN(C=N1)CC(O)(P(=O)(O)O)P(=O)(O)O. (6) Drug 1: C1CN1C2=NC(=NC(=N2)N3CC3)N4CC4. Drug 2: C1C(C(OC1N2C=NC(=NC2=O)N)CO)O. Cell line: PC-3. Synergy scores: CSS=19.1, Synergy_ZIP=-6.01, Synergy_Bliss=0.790, Synergy_Loewe=1.57, Synergy_HSA=3.23. (7) Drug 1: CN1CCC(CC1)COC2=C(C=C3C(=C2)N=CN=C3NC4=C(C=C(C=C4)Br)F)OC. Drug 2: C1=CN(C(=O)N=C1N)C2C(C(C(O2)CO)O)O.Cl. Cell line: SNB-75. Synergy scores: CSS=10.8, Synergy_ZIP=-4.03, Synergy_Bliss=1.35, Synergy_Loewe=1.81, Synergy_HSA=2.15.